Predict which catalyst facilitates the given reaction. From a dataset of Catalyst prediction with 721,799 reactions and 888 catalyst types from USPTO. (1) Reactant: C([O:8][C:9]1[C:10]2[N:11]([CH:15]=[N:16][N:17]=2)[CH:12]=[CH:13][CH:14]=1)C1C=CC=CC=1. Product: [N:17]1[N:16]=[CH:15][N:11]2[CH:12]=[CH:13][CH:14]=[C:9]([OH:8])[C:10]=12. The catalyst class is: 50. (2) The catalyst class is: 11. Reactant: [CH3:1][O:2][CH2:3][O:4][CH2:5][CH2:6][C@H:7]([OH:10])[CH2:8][OH:9].[H-].[Na+].CS(O[CH2:18][CH2:19][CH2:20][CH2:21][CH2:22][CH2:23][CH2:24][CH2:25]/[CH:26]=[CH:27]\[CH2:28]/[CH:29]=[CH:30]\[CH2:31][CH2:32][CH2:33][CH2:34][CH3:35])(=O)=O. Product: [CH3:1][O:2][CH2:3][O:4][CH2:5][CH2:6][C@H:7]([O:10][CH2:18][CH2:19][CH2:20][CH2:21][CH2:22][CH2:23][CH2:24][CH2:25]/[CH:26]=[CH:27]\[CH2:28]/[CH:29]=[CH:30]\[CH2:31][CH2:32][CH2:33][CH2:34][CH3:35])[CH2:8][O:9][CH2:18][CH2:19][CH2:20][CH2:21][CH2:22][CH2:23][CH2:24][CH2:25]/[CH:26]=[CH:27]\[CH2:28]/[CH:29]=[CH:30]\[CH2:31][CH2:32][CH2:33][CH2:34][CH3:35].